Dataset: Full USPTO retrosynthesis dataset with 1.9M reactions from patents (1976-2016). Task: Predict the reactants needed to synthesize the given product. Given the product [Cl:1][C:2]1[CH:7]=[C:6]([C:8]([F:9])([F:10])[F:11])[CH:5]=[C:4]([Cl:12])[C:3]=1[N:13]1[C:21]2[C:16](=[CH:17][CH:18]=[CH:19][CH:20]=2)[C:15]([C:22]([O:28][CH3:31])([CH3:27])[C:23]([F:24])([F:25])[F:26])=[CH:14]1, predict the reactants needed to synthesize it. The reactants are: [Cl:1][C:2]1[CH:7]=[C:6]([C:8]([F:11])([F:10])[F:9])[CH:5]=[C:4]([Cl:12])[C:3]=1[N:13]1[C:21]2[C:16](=[CH:17][CH:18]=[CH:19][CH:20]=2)[C:15]([C:22]([OH:28])([CH3:27])[C:23]([F:26])([F:25])[F:24])=[CH:14]1.[H-].[Na+].[CH3:31]I.